From a dataset of Reaction yield outcomes from USPTO patents with 853,638 reactions. Predict the reaction yield, written as a fraction of the theoretical maximum amount of product (1.0 means a 100% yield; for example, 0.34 means a 34% yield). (1) The reactants are [NH2:1][C:2]1[CH:7]=[CH:6][C:5]([CH:8]([CH2:17][CH:18]2[CH2:22][CH2:21][CH2:20][CH2:19]2)[C:9]([NH:11][C:12]2[S:13][CH:14]=[CH:15][N:16]=2)=[O:10])=[CH:4][CH:3]=1.C(N(CC)C(C)C)(C)C.[N+:32]([C:35]1[CH:40]=[CH:39][C:38]([S:41](Cl)(=[O:43])=[O:42])=[CH:37][CH:36]=1)([O-:34])=[O:33]. The catalyst is O1CCCC1. The product is [CH:18]1([CH2:17][CH:8]([C:5]2[CH:4]=[CH:3][C:2]([NH:1][S:41]([C:38]3[CH:37]=[CH:36][C:35]([N+:32]([O-:34])=[O:33])=[CH:40][CH:39]=3)(=[O:42])=[O:43])=[CH:7][CH:6]=2)[C:9]([NH:11][C:12]2[S:13][CH:14]=[CH:15][N:16]=2)=[O:10])[CH2:22][CH2:21][CH2:20][CH2:19]1. The yield is 0.475. (2) The reactants are [C:1]([O:5][C:6]([N:8]1[CH2:13][CH2:12][N:11]([C:14]2[S:15][C:16](Br)=[CH:17][N:18]=2)[CH2:10][CH2:9]1)=[O:7])([CH3:4])([CH3:3])[CH3:2].[CH3:20][S:21]SC. No catalyst specified. The product is [C:1]([O:5][C:6]([N:8]1[CH2:13][CH2:12][N:11]([C:14]2[S:15][C:16]([S:21][CH3:20])=[CH:17][N:18]=2)[CH2:10][CH2:9]1)=[O:7])([CH3:4])([CH3:3])[CH3:2]. The yield is 0.780.